From a dataset of Catalyst prediction with 721,799 reactions and 888 catalyst types from USPTO. Predict which catalyst facilitates the given reaction. (1) The catalyst class is: 45. Product: [F:1][C:2]1[CH:3]=[CH:4][C:5]([NH2:14])=[C:6]([N:8]2[CH:12]=[C:11]([CH3:13])[N:10]=[CH:9]2)[CH:7]=1. Reactant: [F:1][C:2]1[CH:3]=[CH:4][C:5]([N+:14]([O-])=O)=[C:6]([N:8]2[CH:12]=[C:11]([CH3:13])[N:10]=[CH:9]2)[CH:7]=1.C([O-])=O.[NH4+]. (2) Reactant: [Br:1][C:2]1[CH:7]=[CH:6][C:5]([N:8]([CH2:19][CH3:20])[CH2:9][CH2:10][NH:11]C(=O)OC(C)(C)C)=[CH:4][CH:3]=1.O1CCOCC1.[ClH:27]. Product: [ClH:27].[ClH:27].[Br:1][C:2]1[CH:3]=[CH:4][C:5]([N:8]([CH2:19][CH3:20])[CH2:9][CH2:10][NH2:11])=[CH:6][CH:7]=1. The catalyst class is: 12. (3) Reactant: [Cl:1][C:2]1[CH:3]=[C:4]([C:9]([F:12])([F:11])[F:10])[CH:5]=[CH:6][C:7]=1[F:8].[Li]CCCC.CN([CH:21]=[O:22])C.C(O)(=O)CC(CC(O)=O)(C(O)=O)O.[S:36](S([O-])=O)([O-:39])(=[O:38])=[O:37].[Na+:43].[Na+]. Product: [Cl:1][C:2]1[C:7]([F:8])=[C:6]([CH:21]([OH:22])[S:36]([O-:39])(=[O:38])=[O:37])[CH:5]=[C:4]([C:9]([F:12])([F:10])[F:11])[CH:3]=1.[Na+:43]. The catalyst class is: 20. (4) Reactant: [H-].[Na+].[F:3][C:4]1[CH:12]=[CH:11][C:10]2[NH:9][C:8]3[CH2:13][CH2:14][NH:15][C:16](=[O:17])[C:7]=3[C:6]=2[CH:5]=1.[C:18]1([S:24](Cl)(=[O:26])=[O:25])[CH:23]=[CH:22][CH:21]=[CH:20][CH:19]=1.CO. Product: [F:3][C:4]1[CH:12]=[CH:11][C:10]2[N:9]([S:24]([C:18]3[CH:23]=[CH:22][CH:21]=[CH:20][CH:19]=3)(=[O:26])=[O:25])[C:8]3[CH2:13][CH2:14][NH:15][C:16](=[O:17])[C:7]=3[C:6]=2[CH:5]=1. The catalyst class is: 85. (5) Reactant: [CH2:1]([SH:5])[CH2:2][CH2:3][SH:4].[CH2:6]([O:18][C:19]1[CH:20]=[C:21]([CH:24]=[CH:25][C:26]=1[O:27][CH2:28][CH2:29][CH2:30][CH2:31][CH2:32][CH2:33][CH2:34][CH2:35][CH2:36][CH2:37][CH2:38][CH3:39])[CH:22]=O)[CH2:7][CH2:8][CH2:9][CH2:10][CH2:11][CH2:12][CH2:13][CH2:14][CH2:15][CH2:16][CH3:17].Cl. Product: [CH2:6]([O:18][C:19]1[CH:20]=[C:21]([CH:22]2[S:5][CH2:1][CH2:2][CH2:3][S:4]2)[CH:24]=[CH:25][C:26]=1[O:27][CH2:28][CH2:29][CH2:30][CH2:31][CH2:32][CH2:33][CH2:34][CH2:35][CH2:36][CH2:37][CH2:38][CH3:39])[CH2:7][CH2:8][CH2:9][CH2:10][CH2:11][CH2:12][CH2:13][CH2:14][CH2:15][CH2:16][CH3:17]. The catalyst class is: 22. (6) Product: [CH2:16]1[C:17]2[C:22](=[CH:21][CH:20]=[CH:19][CH:18]=2)[CH2:23][CH2:24][N:15]1[CH2:14][CH:12]([OH:11])[CH2:13][N:1]1[C:9]2[C:4](=[CH:5][CH:6]=[CH:7][CH:8]=2)[CH2:3][C:2]1=[O:10]. Reactant: [NH:1]1[C:9]2[C:4](=[CH:5][CH:6]=[CH:7][CH:8]=2)[CH2:3][C:2]1=[O:10].[O:11]1[CH2:13][CH:12]1[CH2:14][N:15]1[CH2:24][CH2:23][C:22]2[C:17](=[CH:18][CH:19]=[CH:20][CH:21]=2)[CH2:16]1. The catalyst class is: 8.